Dataset: Reaction yield outcomes from USPTO patents with 853,638 reactions. Task: Predict the reaction yield, written as a fraction of the theoretical maximum amount of product (1.0 means a 100% yield; for example, 0.34 means a 34% yield). (1) The reactants are [CH3:1][O:2][C:3](=[O:15])[C:4]1[CH:9]=[CH:8][C:7]([C:10]([F:13])([F:12])[F:11])=[CH:6][C:5]=1Br.[CH:16]1(B(O)O)[CH2:18][CH2:17]1.O.P([O-])([O-])([O-])=O.[K+].[K+].[K+].C1(P(C2CCCCC2)C2CCCCC2)CCCCC1. The catalyst is C1(C)C=CC=CC=1.O.C([O-])(=O)C.[Pd+2].C([O-])(=O)C. The product is [CH3:1][O:2][C:3](=[O:15])[C:4]1[CH:9]=[CH:8][C:7]([C:10]([F:13])([F:12])[F:11])=[CH:6][C:5]=1[CH:16]1[CH2:18][CH2:17]1. The yield is 0.710. (2) The reactants are COP([CH2:7][C:8]([O:10][C:11]([CH3:14])([CH3:13])[CH3:12])=[O:9])(OC)=O.[H-].[Na+].[Br:17][C:18]1[CH:23]=[C:22]([CH3:24])[C:21]([CH2:25][CH:26]=O)=[C:20]([CH3:28])[CH:19]=1.C([O-])(O)=O.[Na+]. The catalyst is C1COCC1. The product is [Br:17][C:18]1[CH:23]=[C:22]([CH3:24])[C:21]([CH2:25]/[CH:26]=[CH:7]/[C:8]([O:10][C:11]([CH3:14])([CH3:13])[CH3:12])=[O:9])=[C:20]([CH3:28])[CH:19]=1. The yield is 0.630. (3) The yield is 0.120. No catalyst specified. The product is [C:12]([O:11][C:9]([N:2]1[CH2:3][CH:4]2[CH2:8][N:7]([C:17]3[CH:18]=[C:19]([S:23]([C:26]4[CH:27]=[N:28][C:29]5[C:34]([CH:35]=4)=[CH:33][CH:32]=[CH:31][C:30]=5[N:7]4[CH2:6][CH:5]5[CH2:1][N:2]([C:9]([O:11][C:12]([CH3:15])([CH3:14])[CH3:13])=[O:10])[CH2:3][CH:4]5[CH2:8]4)(=[O:25])=[O:24])[CH:20]=[CH:21][CH:22]=3)[CH2:6][CH:5]2[CH2:1]1)=[O:10])([CH3:15])([CH3:14])[CH3:13]. The reactants are [CH2:1]1[CH:5]2[CH2:6][NH:7][CH2:8][CH:4]2[CH2:3][N:2]1[C:9]([O:11][C:12]([CH3:15])([CH3:14])[CH3:13])=[O:10].Br[C:17]1[CH:18]=[C:19]([S:23]([C:26]2[CH:27]=[N:28][C:29]3[C:34]([CH:35]=2)=[CH:33][CH:32]=[CH:31][C:30]=3I)(=[O:25])=[O:24])[CH:20]=[CH:21][CH:22]=1. (4) The reactants are [NH2:1][C:2]1[C:3]2[CH:25]=[C:24]([C:26]3[C:31]([Cl:32])=[CH:30][CH:29]=[CH:28][C:27]=3[Cl:33])[C:23](=[O:34])[N:22]([CH3:35])[C:4]=2[N:5]=[C:6]([NH:8][C:9]2[CH:14]=[CH:13][C:12]([N:15]3[CH2:20][CH2:19][N:18]([CH3:21])[CH2:17][CH2:16]3)=[CH:11][CH:10]=2)[N:7]=1.[CH3:36][S:37]([OH:40])(=[O:39])=[O:38].C(OCC)C. The catalyst is CC(C)=O. The product is [S:37]([OH:40])(=[O:39])(=[O:38])[CH3:36].[S:37]([OH:40])(=[O:39])(=[O:38])[CH3:36].[NH2:1][C:2]1[C:3]2[CH:25]=[C:24]([C:26]3[C:27]([Cl:33])=[CH:28][CH:29]=[CH:30][C:31]=3[Cl:32])[C:23](=[O:34])[N:22]([CH3:35])[C:4]=2[N:5]=[C:6]([NH:8][C:9]2[CH:14]=[CH:13][C:12]([N:15]3[CH2:16][CH2:17][N:18]([CH3:21])[CH2:19][CH2:20]3)=[CH:11][CH:10]=2)[N:7]=1. The yield is 0.870. (5) The reactants are [C:1]([C:4]1[C:9]([NH:10][C:11]([C:13]2[S:14][CH:15]=[C:16]([CH:18]([CH3:20])[CH3:19])[N:17]=2)=O)=[C:8]([Cl:21])[C:7]([O:22][CH3:23])=[CH:6][CH:5]=1)(=[O:3])[CH3:2].C(C1N=C(C2C=C(O)C3C(=C(C)C(OC)=CC=3)N=2)SC=1)(C)C. No catalyst specified. The product is [CH:18]([C:16]1[N:17]=[C:13]([C:11]2[CH:2]=[C:1]([OH:3])[C:4]3[C:9](=[C:8]([Cl:21])[C:7]([O:22][CH3:23])=[CH:6][CH:5]=3)[N:10]=2)[S:14][CH:15]=1)([CH3:20])[CH3:19]. The yield is 0.430.